This data is from Peptide-MHC class II binding affinity with 134,281 pairs from IEDB. The task is: Regression. Given a peptide amino acid sequence and an MHC pseudo amino acid sequence, predict their binding affinity value. This is MHC class II binding data. (1) The peptide sequence is ILQLLKDFLELLRYL. The MHC is HLA-DQA10301-DQB10302 with pseudo-sequence HLA-DQA10301-DQB10302. The binding affinity (normalized) is 0. (2) The peptide sequence is AAGAATTAAGAASGA. The binding affinity (normalized) is 0.256. The MHC is DRB1_0405 with pseudo-sequence DRB1_0405. (3) The peptide sequence is GELQIVDKIDNAFKI. The MHC is DRB1_0701 with pseudo-sequence DRB1_0701. The binding affinity (normalized) is 0.661. (4) The peptide sequence is GPTSDEAGPAVAEQL. The MHC is HLA-DPA10103-DPB10401 with pseudo-sequence HLA-DPA10103-DPB10401. The binding affinity (normalized) is 0.303. (5) The binding affinity (normalized) is 0.608. The MHC is DRB1_1302 with pseudo-sequence DRB1_1302. The peptide sequence is CQDLELSWNLNGLQAY. (6) The peptide sequence is AASVLLTLVALAGYA. The MHC is HLA-DQA10102-DQB10602 with pseudo-sequence HLA-DQA10102-DQB10602. The binding affinity (normalized) is 0.662. (7) The peptide sequence is DKYRTFVATFGAASNKAFAE. The MHC is HLA-DQA10501-DQB10301 with pseudo-sequence HLA-DQA10501-DQB10301. The binding affinity (normalized) is 0.899.